Task: Predict the product of the given reaction.. Dataset: Forward reaction prediction with 1.9M reactions from USPTO patents (1976-2016) Given the reactants C([O:3][P:4]([CH2:9][CH2:10][N:11]1[CH2:19][CH2:18][CH2:17][NH:16][C:15]2[C:14](=[O:20])[C:13](=[O:21])[C:12]1=2)(=[O:8])[O:5]CC)C.O.C(#N)C, predict the reaction product. The product is: [CH2:18]1[CH2:19][N:11]([CH2:10][CH2:9][P:4]([OH:5])([OH:8])=[O:3])[C:12]2=[C:13]([OH:21])[C:14](=[O:20])[C:15]2=[N:16][CH2:17]1.